This data is from Reaction yield outcomes from USPTO patents with 853,638 reactions. The task is: Predict the reaction yield, written as a fraction of the theoretical maximum amount of product (1.0 means a 100% yield; for example, 0.34 means a 34% yield). (1) The reactants are [C:1]([O:5][C:6](=[O:39])[NH:7][C:8]1([C:12]2[CH:17]=[CH:16][C:15]([C:18]3[C:23](=[O:24])[C:22]4[CH:25]=[CH:26][C:27]5[N:28]=[C:29]([CH3:32])[NH:30][C:31]=5[C:21]=4[O:20][C:19]=3[C:33]3[CH:38]=[CH:37][CH:36]=[CH:35][CH:34]=3)=[CH:14][CH:13]=2)[CH2:11][CH2:10][CH2:9]1)([CH3:4])([CH3:3])[CH3:2].[C:40](OC(=O)NC1(C2C=CC(C3C(=O)C4C(=C(NC)C(N)=CC=4)OC=3C3C=CC=CC=3)=CC=2)CCC1)(C)(C)C. No catalyst specified. The product is [C:1]([O:5][C:6](=[O:39])[NH:7][C:8]1([C:12]2[CH:13]=[CH:14][C:15]([C:18]3[C:23](=[O:24])[C:22]4[CH:25]=[CH:26][C:27]5[N:28]=[C:29]([CH3:32])[N:30]([CH3:40])[C:31]=5[C:21]=4[O:20][C:19]=3[C:33]3[CH:38]=[CH:37][CH:36]=[CH:35][CH:34]=3)=[CH:16][CH:17]=2)[CH2:11][CH2:10][CH2:9]1)([CH3:4])([CH3:2])[CH3:3]. The yield is 0.390. (2) The reactants are [CH3:1][O:2][C:3]1[CH:4]=[C:5]2[C:10](=[CH:11][C:12]=1[O:13][CH3:14])[N:9]=[CH:8][CH:7]=[C:6]2[O:15][C:16]1[CH:22]=[CH:21][C:19]([NH2:20])=[C:18]([CH3:23])[C:17]=1[CH3:24].Cl[C:26](Cl)([O:28][C:29](=[O:35])OC(Cl)(Cl)Cl)Cl.[CH:37]1(O)[CH2:43][CH2:42]C[CH2:40][CH2:39][CH2:38]1.C(=O)(O)[O-].[Na+]. The catalyst is C(Cl)Cl.C(N(CC)CC)C.C1(C)C=CC=CC=1. The product is [CH3:1][O:2][C:3]1[CH:4]=[C:5]2[C:10](=[CH:11][C:12]=1[O:13][CH3:14])[N:9]=[CH:8][CH:7]=[C:6]2[O:15][C:16]1[CH:22]=[CH:21][C:19]([NH:20][C:29](=[O:35])[O:28][CH:26]2[CH2:40][CH2:39][CH2:38][CH2:37][CH2:43][CH2:42]2)=[C:18]([CH3:23])[C:17]=1[CH3:24]. The yield is 0.880. (3) The reactants are [Br:1][C:2]1[C:3]([F:12])=[C:4]2[C:10]([NH2:11])=[CH:9][NH:8][C:5]2=[N:6][CH:7]=1.[CH3:13][C:14]1[CH:15]=[C:16]([CH:20]=[CH:21][CH:22]=1)[C:17](O)=[O:18].C1N(P(Cl)(N2C(=O)OCC2)=O)C(=O)OC1.C(N(CC)CC)C.[Li+].[OH-]. The catalyst is C(Cl)Cl.O. The product is [Br:1][C:2]1[C:3]([F:12])=[C:4]2[C:10]([NH:11][C:17](=[O:18])[C:16]3[CH:20]=[CH:21][CH:22]=[C:14]([CH3:13])[CH:15]=3)=[CH:9][NH:8][C:5]2=[N:6][CH:7]=1. The yield is 0.555. (4) The reactants are [CH:1]([C:4]1[CH:11]=[CH:10][C:7]([CH:8]=O)=[CH:6][CH:5]=1)([CH3:3])[CH3:2].[NH2:12][C:13]1[N:14]=[N:15][C:16]([CH3:19])=[CH:17][CH:18]=1.C([O:22][C:23](=O)[C:24]([OH:35])=[CH:25][C:26](=[O:34])[C:27]1[CH:32]=[CH:31][C:30]([CH3:33])=[CH:29][CH:28]=1)C. No catalyst specified. The product is [OH:35][C:24]1[C:23](=[O:22])[N:12]([C:13]2[N:14]=[N:15][C:16]([CH3:19])=[CH:17][CH:18]=2)[CH:8]([C:7]2[CH:10]=[CH:11][C:4]([CH:1]([CH3:3])[CH3:2])=[CH:5][CH:6]=2)[C:25]=1[C:26](=[O:34])[C:27]1[CH:32]=[CH:31][C:30]([CH3:33])=[CH:29][CH:28]=1. The yield is 0.0600. (5) The reactants are [Li]CCCC.CCCCCC.Br[C:13]1[CH:14]=[CH:15][C:16]2[S:20][C:19]3[CH:21]=[CH:22][C:23]([N:25]4[C:37]5[CH:36]=[CH:35][CH:34]=[CH:33][C:32]=5[C:31]5[C:26]4=[CH:27][CH:28]=[CH:29][CH:30]=5)=[CH:24][C:18]=3[C:17]=2[CH:38]=1.C[O:40][B:41](OC)[O:42]C.Cl. The catalyst is O1CCCC1. The product is [CH:36]1[C:37]2[N:25]([C:23]3[CH:22]=[CH:21][C:19]4[S:20][C:16]5[CH:15]=[CH:14][C:13]([B:41]([OH:42])[OH:40])=[CH:38][C:17]=5[C:18]=4[CH:24]=3)[C:26]3[C:31](=[CH:30][CH:29]=[CH:28][CH:27]=3)[C:32]=2[CH:33]=[CH:34][CH:35]=1. The yield is 0.630. (6) The reactants are [F:1][C:2]([F:7])([F:6])[C:3]([OH:5])=[O:4].[CH2:8]([N:10]([CH2:12][C:13]1[S:17][CH:16]=[C:15]([C:18]2[CH:19]=[C:20]3[C:24](=[C:25]([C:27]([NH2:29])=[O:28])[CH:26]=2)[NH:23][CH:22]=[C:21]3[CH:30]2[CH2:35][CH2:34][N:33]([S:36]([CH2:39][CH3:40])(=[O:38])=[O:37])[CH2:32][CH2:31]2)[CH:14]=1)[CH3:11])[CH3:9].[CH3:41][NH:42][CH2:43][CH3:44]. No catalyst specified. The product is [F:1][C:2]([F:7])([F:6])[C:3]([OH:5])=[O:4].[CH2:39]([S:36]([N:33]1[CH2:34][CH2:35][CH:30]([C:21]2[C:20]3[C:24](=[C:25]([C:27]([NH2:29])=[O:28])[CH:26]=[C:18]([C:15]4[CH:14]=[C:13]([CH2:12][N:10]([CH3:11])[CH2:8][CH2:9][C:43]5[CH:44]=[CH:3][CH:2]=[CH:41][N:42]=5)[S:17][CH:16]=4)[CH:19]=3)[NH:23][CH:22]=2)[CH2:31][CH2:32]1)(=[O:37])=[O:38])[CH3:40]. The yield is 0.0736.